From a dataset of Reaction yield outcomes from USPTO patents with 853,638 reactions. Predict the reaction yield, written as a fraction of the theoretical maximum amount of product (1.0 means a 100% yield; for example, 0.34 means a 34% yield). The reactants are [Cl:1][C:2]1[CH:3]=[C:4]2[C:9](=[CH:10][CH:11]=1)[CH:8]([C:12]1[CH:16]=[C:15](Br)[S:14][C:13]=1[Br:18])[N:7]([C:19]([O:21][C:22]([CH3:25])([CH3:24])[CH3:23])=[O:20])[CH2:6][CH2:5]2.[N:26]1[CH:31]=[CH:30][C:29](B(O)O)=[CH:28][CH:27]=1.C(=O)([O-])[O-].[Cs+].[Cs+].O1CCOCC1.O. No catalyst specified. The product is [Br:18][C:13]1[S:14][C:15]([C:29]2[CH:30]=[CH:31][N:26]=[CH:27][CH:28]=2)=[CH:16][C:12]=1[CH:8]1[C:9]2[C:4](=[CH:3][C:2]([Cl:1])=[CH:11][CH:10]=2)[CH2:5][CH2:6][N:7]1[C:19]([O:21][C:22]([CH3:24])([CH3:23])[CH3:25])=[O:20]. The yield is 0.410.